From a dataset of Catalyst prediction with 721,799 reactions and 888 catalyst types from USPTO. Predict which catalyst facilitates the given reaction. (1) Reactant: Cl.[NH2:2][CH2:3][CH2:4][C:5]1[CH:12]=[CH:11][C:9]([OH:10])=[C:7]([OH:8])[CH:6]=1.[CH2:13]([O:15][C:16]([C:18]1([C:25]([O:27][CH2:28][CH3:29])=[O:26])[CH2:23][CH2:22][C:21](=O)[CH2:20][CH2:19]1)=[O:17])[CH3:14].C(N(CC)CC)C. Product: [OH:8][C:7]1[CH:6]=[C:5]2[C:12](=[CH:11][C:9]=1[OH:10])[C:21]1([CH2:20][CH2:19][C:18]([C:16]([O:15][CH2:13][CH3:14])=[O:17])([C:25]([O:27][CH2:28][CH3:29])=[O:26])[CH2:23][CH2:22]1)[NH:2][CH2:3][CH2:4]2. The catalyst class is: 8. (2) Reactant: [CH2:1]([NH:7][S:8]([C:11]1[C:16]([Cl:17])=[CH:15][CH:14]=[C:13]([N+:18]([O-])=O)[C:12]=1[OH:21])(=[O:10])=[O:9])[C@H:2]1[O:6][CH2:5][CH2:4][CH2:3]1.[H][H]. Product: [CH2:1]([NH:7][S:8]([C:11]1[C:16]([Cl:17])=[CH:15][CH:14]=[C:13]([NH2:18])[C:12]=1[OH:21])(=[O:9])=[O:10])[C@H:2]1[O:6][CH2:5][CH2:4][CH2:3]1. The catalyst class is: 45. (3) Reactant: [I:1][C:2]1[CH:3]=[CH:4][C:5]([N:10]2[CH:14]=[C:13]([CH3:15])[N:12]=[CH:11]2)=[C:6]([CH:9]=1)[C:7]#[N:8].[CH3:16][N+:17]([CH3:19])=[CH2:18].[I-]. Product: [CH3:16][N:17]([CH2:19][C:14]1[N:10]([C:5]2[CH:4]=[CH:3][C:2]([I:1])=[CH:9][C:6]=2[C:7]#[N:8])[CH:11]=[N:12][C:13]=1[CH3:15])[CH3:18]. The catalyst class is: 3. (4) Reactant: [OH:1][C:2]1[CH:3]=[C:4]([CH:9]=[C:10]([OH:13])[C:11]=1[OH:12])[C:5]([O:7][CH3:8])=[O:6].CC1C=CC(S(O[CH2:25][CH2:26][O:27][CH2:28][CH2:29][O:30][CH2:31][CH2:32][O:33][CH2:34][CH2:35][O:36][CH2:37][CH2:38][O:39][CH2:40][CH2:41][O:42][CH2:43][CH2:44][O:45][CH2:46][CH2:47][O:48][CH2:49][CH2:50][O:51][CH2:52][CH2:53][O:54][CH2:55][CH2:56][O:57][CH3:58])(=O)=O)=CC=1.[CH2:59]1[O:76][CH2:75][CH2:74][O:73][CH2:72][CH2:71][O:70][CH2:69][CH2:68][O:67][CH2:66][CH2:65][O:64][CH2:63][CH2:62][O:61][CH2:60]1. Product: [CH3:58][O:57][CH2:56][CH2:55][O:54][CH2:53][CH2:52][O:51][CH2:50][CH2:49][O:48][CH2:47][CH2:46][O:45][CH2:44][CH2:43][O:42][CH2:41][CH2:40][O:39][CH2:38][CH2:37][O:36][CH2:35][CH2:34][O:33][CH2:32][CH2:31][O:30][CH2:29][CH2:28][O:27][CH2:26][CH2:25][O:1][C:2]1[CH:3]=[C:4]([CH:9]=[C:10]([O:13][CH2:25][CH2:26][O:27][CH2:28][CH2:29][O:30][CH2:31][CH2:32][O:33][CH2:34][CH2:35][O:36][CH2:37][CH2:38][O:39][CH2:40][CH2:41][O:42][CH2:43][CH2:44][O:45][CH2:46][CH2:47][O:48][CH2:49][CH2:50][O:51][CH2:52][CH2:53][O:54][CH2:55][CH2:56][O:57][CH3:58])[C:11]=1[O:12][CH2:25][CH2:26][O:27][CH2:28][CH2:29][O:30][CH2:31][CH2:32][O:33][CH2:34][CH2:35][O:36][CH2:37][CH2:59][O:76][CH2:75][CH2:74][O:73][CH2:72][CH2:71][O:70][CH2:69][CH2:68][O:67][CH2:66][CH2:65][O:64][CH2:63][CH2:62][O:61][CH2:60][CH2:38][O:39][CH3:40])[C:5]([O:7][CH3:8])=[O:6]. The catalyst class is: 21. (5) Reactant: [CH3:1][C@@H:2]1[CH2:7][N:6]([S:8]([CH3:11])(=[O:10])=[O:9])[CH2:5][CH2:4][N:3]1C(OC(C)(C)C)=O.[ClH:19]. Product: [ClH:19].[CH3:1][C@H:2]1[NH:3][CH2:4][CH2:5][N:6]([S:8]([CH3:11])(=[O:10])=[O:9])[CH2:7]1. The catalyst class is: 2. (6) Reactant: [Cl:1][C:2]1[C:3]([CH2:12][N:13]2[C:17](/[CH:18]=[CH:19]/[C:20]([O:22]C)=[O:21])=[CH:16][C:15]([O:24][CH:25]([CH3:27])[CH3:26])=[N:14]2)=[N:4][CH:5]=[C:6]([C:8]([F:11])([F:10])[F:9])[CH:7]=1.[OH-].[Na+].O1CCCC1.Cl. Product: [Cl:1][C:2]1[C:3]([CH2:12][N:13]2[C:17](/[CH:18]=[CH:19]/[C:20]([OH:22])=[O:21])=[CH:16][C:15]([O:24][CH:25]([CH3:27])[CH3:26])=[N:14]2)=[N:4][CH:5]=[C:6]([C:8]([F:9])([F:10])[F:11])[CH:7]=1. The catalyst class is: 8. (7) Reactant: Cl[C:2]1[C:3]2[C:4](=[CH:13][N:14](CC3C=CC(OC)=CC=3)[N:15]=2)[N:5]=[C:6]([C:8]2[CH:12]=[CH:11][S:10][CH:9]=2)[N:7]=1.[C:25]([N:29]1[CH2:34][CH2:33][N:32]([C:35]2[CH:41]=[CH:40][C:38]([NH2:39])=[CH:37][CH:36]=2)[CH2:31][CH2:30]1)([CH3:28])([CH3:27])[CH3:26].Cl. Product: [C:25]([N:29]1[CH2:34][CH2:33][N:32]([C:35]2[CH:36]=[CH:37][C:38]([NH:39][C:2]3[C:3]4[NH:15][N:14]=[CH:13][C:4]=4[N:5]=[C:6]([C:8]4[CH:12]=[CH:11][S:10][CH:9]=4)[N:7]=3)=[CH:40][CH:41]=2)[CH2:31][CH2:30]1)([CH3:28])([CH3:26])[CH3:27]. The catalyst class is: 71. (8) Reactant: Cl.Cl.[CH3:3][C:4]1[N:8]([CH3:9])[C:7]([C:10]2[CH:11]=[C:12]([NH:16][C:17]([NH2:19])=[NH:18])[CH:13]=[CH:14][CH:15]=2)=[CH:6][N:5]=1.CN([CH:23]=[C:24]1[CH2:33][CH2:32][C:31]2[C:26](=[CH:27][CH:28]=[CH:29][CH:30]=2)[C:25]1=O)C. Product: [N:18]1[C:25]2[C:26]3[CH:27]=[CH:28][CH:29]=[CH:30][C:31]=3[CH2:32][CH2:33][C:24]=2[CH:23]=[N:19][C:17]=1[NH:16][C:12]1[CH:13]=[CH:14][CH:15]=[C:10]([C:7]2[N:8]([CH3:9])[C:4]([CH3:3])=[N:5][CH:6]=2)[CH:11]=1. The catalyst class is: 8.